This data is from Forward reaction prediction with 1.9M reactions from USPTO patents (1976-2016). The task is: Predict the product of the given reaction. (1) Given the reactants [F:1][CH:2]([F:17])[CH2:3][NH:4][CH:5]1[CH2:11][CH2:10][C:9]2[CH:12]=[C:13]([NH2:16])[CH:14]=[CH:15][C:8]=2[CH2:7][CH2:6]1.Cl[C:19]1[N:24]=[C:23]([NH:25][C:26]2[CH:31]=[CH:30][C:29]([N:32]3[CH2:37][CH2:36][O:35][CH2:34][CH2:33]3)=[CH:28][C:27]=2[O:38][CH3:39])[C:22]([Cl:40])=[CH:21][N:20]=1, predict the reaction product. The product is: [Cl:40][C:22]1[C:23]([NH:25][C:26]2[CH:31]=[CH:30][C:29]([N:32]3[CH2:33][CH2:34][O:35][CH2:36][CH2:37]3)=[CH:28][C:27]=2[O:38][CH3:39])=[N:24][C:19]([NH:16][C:13]2[CH:14]=[CH:15][C:8]3[CH2:7][CH2:6][CH:5]([NH:4][CH2:3][CH:2]([F:17])[F:1])[CH2:11][CH2:10][C:9]=3[CH:12]=2)=[N:20][CH:21]=1. (2) The product is: [C:12]([O:11][C:9]([N:36]1[CH2:37][CH2:38][C:33]2([N:29]([C:26]3[CH:25]=[CH:24][C:23]([CH3:41])=[CH:28][CH:27]=3)[C:30](=[O:40])[NH:31][C:32]2=[O:39])[CH2:34][CH2:35]1)=[O:10])([CH3:13])([CH3:14])[CH3:15]. Given the reactants [C:9](O[C:9]([O:11][C:12]([CH3:15])([CH3:14])[CH3:13])=[O:10])([O:11][C:12]([CH3:15])([CH3:14])[CH3:13])=[O:10].C(N(CC)CC)C.[C:23]1([CH3:41])[CH:28]=[CH:27][C:26]([N:29]2[C:33]3([CH2:38][CH2:37][NH:36][CH2:35][CH2:34]3)[C:32](=[O:39])[NH:31][C:30]2=[O:40])=[CH:25][CH:24]=1, predict the reaction product. (3) Given the reactants [CH:1]1([C:4]2[N:5]=[CH:6][C:7]([C:15]([OH:17])=O)=[N:8][C:9]=2[O:10][CH2:11][CH:12]2[CH2:14][CH2:13]2)[CH2:3][CH2:2]1.[CH3:18][C:19]1([CH3:24])[CH2:23][CH2:22][CH2:21][NH:20]1, predict the reaction product. The product is: [CH:1]1([C:4]2[N:5]=[CH:6][C:7]([C:15]([N:20]3[CH2:21][CH2:22][CH2:23][C:19]3([CH3:24])[CH3:18])=[O:17])=[N:8][C:9]=2[O:10][CH2:11][CH:12]2[CH2:13][CH2:14]2)[CH2:2][CH2:3]1. (4) Given the reactants Cl[C:2]1[CH:3]=[C:4]([C:11]2[CH:12]=[N:13][CH:14]=[CH:15][C:16]=2[CH3:17])[C:5]2[N:6]([CH:8]=[CH:9][N:10]=2)[N:7]=1.C([O-])=O.[NH4+], predict the reaction product. The product is: [CH3:17][C:16]1[CH:15]=[CH:14][N:13]=[CH:12][C:11]=1[C:4]1[C:5]2[N:6]([CH:8]=[CH:9][N:10]=2)[N:7]=[CH:2][CH:3]=1.